Predict the reactants needed to synthesize the given product. From a dataset of Full USPTO retrosynthesis dataset with 1.9M reactions from patents (1976-2016). (1) Given the product [F:38][C:25]1[CH:26]=[C:27]([N:32]2[CH:36]=[N:35][C:34]([CH3:37])=[N:33]2)[C:28]([O:30][CH3:31])=[CH:29][C:24]=1[NH:23][C:20]1[N:19]=[C:18]2[CH:6]([C:7]3[CH:12]=[CH:11][C:10]([O:13][C:14]([F:17])([F:16])[F:15])=[CH:9][CH:8]=3)[CH2:5][CH2:4][CH2:3][CH2:2][N:22]2[N:21]=1, predict the reactants needed to synthesize it. The reactants are: Cl[CH2:2][CH2:3][CH2:4][CH2:5][CH:6]([C:18]1[NH:22][N:21]=[C:20]([NH:23][C:24]2[CH:29]=[C:28]([O:30][CH3:31])[C:27]([N:32]3[CH:36]=[N:35][C:34]([CH3:37])=[N:33]3)=[CH:26][C:25]=2[F:38])[N:19]=1)[C:7]1[CH:12]=[CH:11][C:10]([O:13][C:14]([F:17])([F:16])[F:15])=[CH:9][CH:8]=1.[I-].[Na+]. (2) The reactants are: [F:1][C:2]([F:16])([O:6][C:7]1[CH:8]=[C:9]([CH:13]=[CH:14][CH:15]=1)[CH:10]=[N:11]O)[CH:3]([F:5])[F:4].[H][H]. Given the product [F:1][C:2]([F:16])([O:6][C:7]1[CH:8]=[C:9]([CH:13]=[CH:14][CH:15]=1)[CH2:10][NH2:11])[CH:3]([F:4])[F:5], predict the reactants needed to synthesize it. (3) The reactants are: [Br:1][C:2]1[C:3]([F:12])=[CH:4][C:5](F)=[C:6]([N+:8]([O-:10])=[O:9])[CH:7]=1.C(N(C(C)C)CC)(C)C.[CH2:22]([NH:26][CH:27]1[CH2:32][CH2:31][CH2:30][CH2:29][CH2:28]1)[CH:23]([CH3:25])[CH3:24]. Given the product [Br:1][C:2]1[C:3]([F:12])=[CH:4][C:5]([N:26]([CH:27]2[CH2:32][CH2:31][CH2:30][CH2:29][CH2:28]2)[CH2:22][CH:23]([CH3:25])[CH3:24])=[C:6]([N+:8]([O-:10])=[O:9])[CH:7]=1, predict the reactants needed to synthesize it. (4) Given the product [CH2:45]([N:37]([CH2:30][C:31]1[CH:36]=[CH:35][CH:34]=[CH:33][CH:32]=1)[C@H:38]1[CH2:43][CH2:42][C@H:41]([NH:44][C:3](=[O:4])[C:2]([OH:1])([CH3:6])[C:7]([F:10])([F:9])[F:8])[CH2:40][CH2:39]1)[C:46]1[CH:47]=[CH:48][CH:49]=[CH:50][CH:51]=1, predict the reactants needed to synthesize it. The reactants are: [OH:1][C:2]([C:7]([F:10])([F:9])[F:8])([CH3:6])[C:3](O)=[O:4].C1C=CC2N(O)N=NC=2C=1.C(N(C(C)C)CC)(C)C.[CH2:30]([N:37]([CH2:45][C:46]1[CH:51]=[CH:50][CH:49]=[CH:48][CH:47]=1)[C@H:38]1[CH2:43][CH2:42][C@H:41]([NH2:44])[CH2:40][CH2:39]1)[C:31]1[CH:36]=[CH:35][CH:34]=[CH:33][CH:32]=1.C(Cl)CCl. (5) Given the product [CH2:11]([O:10][C:8]([C:7]1[C:3]([C:2]([F:1])([F:13])[F:14])=[N:4][N:5]([CH2:18][C:19]([O:21][C:22]([CH3:25])([CH3:24])[CH3:23])=[O:20])[CH:6]=1)=[O:9])[CH3:12], predict the reactants needed to synthesize it. The reactants are: [F:1][C:2]([F:14])([F:13])[C:3]1[C:7]([C:8]([O:10][CH2:11][CH3:12])=[O:9])=[CH:6][NH:5][N:4]=1.[H-].[Na+].Br[CH2:18][C:19]([O:21][C:22]([CH3:25])([CH3:24])[CH3:23])=[O:20]. (6) Given the product [CH2:20]([O:19][C:17](=[O:18])[CH2:16][O:11][C:6]1[CH:5]=[CH:4][C:3]([C:12](=[O:14])[CH3:13])=[C:2]([OH:1])[C:7]=1[CH2:8][CH2:9][CH3:10])[CH3:21], predict the reactants needed to synthesize it. The reactants are: [OH:1][C:2]1[C:7]([CH2:8][CH2:9][CH3:10])=[C:6]([OH:11])[CH:5]=[CH:4][C:3]=1[C:12](=[O:14])[CH3:13].Br[CH2:16][C:17]([O:19][CH2:20][CH3:21])=[O:18]. (7) Given the product [CH2:1]([O:8][C:9]1[CH:10]=[CH:11][C:12]([C:15]2[C:16]3[CH:17]=[CH:18][C:19]([CH:27]([OH:30])[C:28]#[C:29][C:32]4[CH:40]=[CH:39][C:35]([C:36]([OH:38])=[O:37])=[CH:34][CH:33]=4)=[CH:20][C:21]=3[C:22]([CH3:26])([CH3:25])[CH2:23][CH:24]=2)=[CH:13][CH:14]=1)[C:2]1[CH:3]=[CH:4][CH:5]=[CH:6][CH:7]=1, predict the reactants needed to synthesize it. The reactants are: [CH2:1]([O:8][C:9]1[CH:14]=[CH:13][C:12]([C:15]2[C:16]3[CH:17]=[CH:18][C:19]([CH:27]([OH:30])[C:28]#[CH:29])=[CH:20][C:21]=3[C:22]([CH3:26])([CH3:25])[CH2:23][CH:24]=2)=[CH:11][CH:10]=1)[C:2]1[CH:7]=[CH:6][CH:5]=[CH:4][CH:3]=1.I[C:32]1[CH:40]=[CH:39][C:35]([C:36]([OH:38])=[O:37])=[CH:34][CH:33]=1.